This data is from Reaction yield outcomes from USPTO patents with 853,638 reactions. The task is: Predict the reaction yield, written as a fraction of the theoretical maximum amount of product (1.0 means a 100% yield; for example, 0.34 means a 34% yield). (1) The reactants are Br[C:2]1[CH:3]=[C:4]([C:7]([O:9][CH3:10])=[O:8])[S:5][CH:6]=1.C([O-])([O-])=O.[K+].[K+].[CH3:17][N:18]1[C:22](B2OC(C)(C)C(C)(C)O2)=[CH:21][CH:20]=[N:19]1. The catalyst is O1CCOCC1.O.C1C=CC([P]([Pd]([P](C2C=CC=CC=2)(C2C=CC=CC=2)C2C=CC=CC=2)([P](C2C=CC=CC=2)(C2C=CC=CC=2)C2C=CC=CC=2)[P](C2C=CC=CC=2)(C2C=CC=CC=2)C2C=CC=CC=2)(C2C=CC=CC=2)C2C=CC=CC=2)=CC=1. The product is [CH3:17][N:18]1[C:22]([C:2]2[CH:3]=[C:4]([C:7]([O:9][CH3:10])=[O:8])[S:5][CH:6]=2)=[CH:21][CH:20]=[N:19]1. The yield is 0.700. (2) The reactants are Br[C:2]1[CH:7]=[CH:6][C:5]([S:8]([N:11]([CH2:14][CH3:15])[CH2:12][CH3:13])(=[O:10])=[O:9])=[C:4]([O:16][C:17]([F:20])([F:19])[F:18])[CH:3]=1.[C:21]([C:23]1[N:27]([CH3:28])[C:26](B(O)O)=[CH:25][CH:24]=1)#[N:22].[F-].[K+]. The catalyst is C1C=CC(/C=C/C(/C=C/C2C=CC=CC=2)=O)=CC=1.C1C=CC(/C=C/C(/C=C/C2C=CC=CC=2)=O)=CC=1.C1C=CC(/C=C/C(/C=C/C2C=CC=CC=2)=O)=CC=1.[Pd].[Pd].C(P(C(C)(C)C)C(C)(C)C)(C)(C)C. The product is [C:21]([C:23]1[N:27]([CH3:28])[C:26]([C:2]2[CH:7]=[CH:6][C:5]([S:8]([N:11]([CH2:14][CH3:15])[CH2:12][CH3:13])(=[O:10])=[O:9])=[C:4]([O:16][C:17]([F:20])([F:19])[F:18])[CH:3]=2)=[CH:25][CH:24]=1)#[N:22]. The yield is 0.420. (3) The reactants are C([O:14][C:15]([C:17]1([O:20]/[N:21]=[C:22](/[C:51]2[N:52]=[C:53]([NH:56]C(OC(C)(C)C)=O)[S:54][CH:55]=2)\[C:23]([NH:25][C@@H:26]2[C:29](=[O:30])[N:28]([S:31]([OH:34])(=[O:33])=[O:32])[C@@H:27]2[CH2:35][N:36]2[N:40]=[C:39]3[CH2:41][N:42](C(OC(C)(C)C)=O)[CH2:43][C:38]3=[N:37]2)=[O:24])[CH2:19][CH2:18]1)=[O:16])(C1C=CC=CC=1)C1C=CC=CC=1.C1(OC)C=CC=CC=1.C(O)(C(F)(F)F)=O. The catalyst is C(Cl)Cl. The product is [NH2:56][C:53]1[S:54][CH:55]=[C:51](/[C:22](=[N:21]/[O:20][C:17]2([C:15]([OH:16])=[O:14])[CH2:18][CH2:19]2)/[C:23]([NH:25][C@@H:26]2[C:29](=[O:30])[N:28]([S:31]([OH:34])(=[O:32])=[O:33])[C@@H:27]2[CH2:35][N:36]2[N:40]=[C:39]3[CH2:41][NH:42][CH2:43][C:38]3=[N:37]2)=[O:24])[N:52]=1. The yield is 0.600.